This data is from Full USPTO retrosynthesis dataset with 1.9M reactions from patents (1976-2016). The task is: Predict the reactants needed to synthesize the given product. (1) Given the product [I:1][C:2]1[CH:3]=[CH:4][CH:5]=[C:6]2[C:11]=1[NH:10][CH2:9][CH2:8][CH2:7]2, predict the reactants needed to synthesize it. The reactants are: [I:1][C:2]1[CH:3]=[CH:4][CH:5]=[C:6]2[C:11]=1[N:10](C(OC(C)(C)C)=O)[CH2:9][CH2:8][CH2:7]2.Cl.O1CCOCC1. (2) The reactants are: [C:1]1([C:7]2[CH:8]=[C:9]3[C:13](=[CH:14][CH:15]=2)[NH:12][C:11](=[O:16])[CH2:10]3)[CH:6]=[CH:5][CH:4]=[CH:3][CH:2]=1.[N:17]1([CH2:22][CH2:23][CH2:24][NH:25][C:26]([C:28]2[C:32]([CH3:33])=[C:31]([CH:34]=O)[NH:30][C:29]=2[CH3:36])=[O:27])[CH:21]=[CH:20][N:19]=[CH:18]1. Given the product [N:17]1([CH2:22][CH2:23][CH2:24][NH:25][C:26]([C:28]2[C:32]([CH3:33])=[C:31]([CH:34]=[C:10]3[C:9]4[C:13](=[CH:14][CH:15]=[C:7]([C:1]5[CH:2]=[CH:3][CH:4]=[CH:5][CH:6]=5)[CH:8]=4)[NH:12][C:11]3=[O:16])[NH:30][C:29]=2[CH3:36])=[O:27])[CH:21]=[CH:20][N:19]=[CH:18]1, predict the reactants needed to synthesize it. (3) Given the product [Cl:35][C:31]1[CH:30]=[C:29]([C:26]2[CH:27]=[CH:28][C:23]([CH2:22][C@@H:13]([NH:12][C:8]([C:5]3[O:4][C:3]([CH2:1][CH3:2])=[N:7][CH:6]=3)=[O:10])[CH2:14][CH:15]([CH3:21])[C:16]([O:18][CH2:19][CH3:20])=[O:17])=[CH:24][CH:25]=2)[CH:34]=[CH:33][CH:32]=1, predict the reactants needed to synthesize it. The reactants are: [CH2:1]([C:3]1[O:4][C:5]([C:8]([OH:10])=O)=[CH:6][N:7]=1)[CH3:2].Cl.[NH2:12][C@H:13]([CH2:22][C:23]1[CH:28]=[CH:27][C:26]([C:29]2[CH:34]=[CH:33][CH:32]=[C:31]([Cl:35])[CH:30]=2)=[CH:25][CH:24]=1)[CH2:14][CH:15]([CH3:21])[C:16]([O:18][CH2:19][CH3:20])=[O:17].CN(C(ON1N=NC2C=CC=NC1=2)=[N+](C)C)C.F[P-](F)(F)(F)(F)F. (4) Given the product [CH3:74][Si:71]([CH3:72])([CH3:73])[CH2:70][CH2:69][O:68][CH2:67][N:45]([CH2:44][O:43][CH2:42][CH2:41][Si:40]([CH3:76])([CH3:75])[CH3:39])[C:46]1[N:51]2[N:52]=[CH:53][CH:54]=[C:50]2[N:49]=[C:48]([CH:55]2[CH2:60][CH2:59][CH2:58][CH:57]([CH2:61][C:62]([O:64][CH2:65][CH3:66])=[O:63])[CH2:56]2)[CH:47]=1, predict the reactants needed to synthesize it. The reactants are: C[Si](C)(C)CCOCN(COCC[Si](C)(C)C)C1N2N=CC=C2N=C(C2CCC(CC(OCC)=O)CC2)C=1.[CH3:39][Si:40]([CH3:76])([CH3:75])[CH2:41][CH2:42][O:43][CH2:44][N:45]([CH2:67][O:68][CH2:69][CH2:70][Si:71]([CH3:74])([CH3:73])[CH3:72])[C:46]1[N:51]2[N:52]=[CH:53][CH:54]=[C:50]2[N:49]=[C:48]([CH:55]2[CH2:60][CH2:59][CH2:58][C:57](=[CH:61][C:62]([O:64][CH2:65][CH3:66])=[O:63])[CH2:56]2)[CH:47]=1.C[Si](C)(C)CCOCN(COCC[Si](C)(C)C)C1N2N=CC=C2N=C(C2CCC(=CC(OCC)=O)CC2)C=1. (5) Given the product [S:21]1[C:24]2[CH:25]=[CH:26][CH:27]=[CH:28][C:23]=2[N:20]=[C:19]1[C:16]1[NH:17][C:18]2[C:14]([CH:15]=1)=[CH:13][CH:12]=[CH:11][C:10]=2[NH:9][S:6]([C:2]1[S:1][CH:5]=[CH:4][CH:3]=1)(=[O:7])=[O:8], predict the reactants needed to synthesize it. The reactants are: [S:1]1[CH:5]=[CH:4][CH:3]=[C:2]1[S:6]([NH:9][C:10]1[CH:11]=[CH:12][CH:13]=[C:14]2[C:18]=1[NH:17][C:16]([C:19](=[S:21])[NH2:20])=[CH:15]2)(=[O:8])=[O:7].N[C:23]1[CH:28]=[CH:27][CH:26]=[CH:25][C:24]=1S.Cl.C(O)CO. (6) Given the product [C:10]1([C:31]2[N:32]=[C:33]([C:34]3[CH:35]=[CH:36][C:37]([CH3:40])=[CH:38][CH:39]=3)[C:28]([C:25]3[CH:24]=[CH:23][C:22]([CH3:41])=[CH:27][CH:26]=3)=[N:29][CH:30]=2)[CH:15]=[CH:14][CH:13]=[CH:12][CH:11]=1, predict the reactants needed to synthesize it. The reactants are: C(OCCCC)CCC.[C:10]1([Li])[CH:15]=[CH:14][CH:13]=[CH:12][CH:11]=1.C(OCC)C.[C:22]1([CH3:41])[CH:27]=[CH:26][C:25]([C:28]2[C:33]([C:34]3[CH:39]=[CH:38][C:37]([CH3:40])=[CH:36][CH:35]=3)=[N:32][CH:31]=[CH:30][N:29]=2)=[CH:24][CH:23]=1.